This data is from TCR-epitope binding with 47,182 pairs between 192 epitopes and 23,139 TCRs. The task is: Binary Classification. Given a T-cell receptor sequence (or CDR3 region) and an epitope sequence, predict whether binding occurs between them. (1) The epitope is TLIGDCATV. The TCR CDR3 sequence is CASSKGGLVQPQHF. Result: 1 (the TCR binds to the epitope). (2) The epitope is KRWIILGLNK. The TCR CDR3 sequence is CASSLVLAIEQYF. Result: 1 (the TCR binds to the epitope).